Dataset: Reaction yield outcomes from USPTO patents with 853,638 reactions. Task: Predict the reaction yield, written as a fraction of the theoretical maximum amount of product (1.0 means a 100% yield; for example, 0.34 means a 34% yield). (1) The yield is 0.720. The product is [C:1]([C:5]1[CH:10]=[CH:9][C:8]([NH2:11])=[CH:7][C:6]=1[O:14][CH3:15])([CH3:4])([CH3:2])[CH3:3]. The catalyst is CCO.O.[Pd]. The reactants are [C:1]([C:5]1[CH:10]=[CH:9][C:8]([N+:11]([O-])=O)=[CH:7][C:6]=1[O:14][CH3:15])([CH3:4])([CH3:3])[CH3:2].C([O-])=O.[K+]. (2) The reactants are [CH:1]1[CH:6]=[CH:5][CH:4]=[CH:3][CH:2]=1.[CH3:7][O:8][C:9]1[CH:14]=[CH:13][C:12]([S:15](Cl)(=[O:17])=[O:16])=[CH:11][CH:10]=1.[Cl-].[Al+3].[Cl-].[Cl-].Cl. No catalyst specified. The product is [CH3:7][O:8][C:9]1[CH:14]=[CH:13][C:12]([S:15]([C:1]2[CH:6]=[CH:5][CH:4]=[CH:3][CH:2]=2)(=[O:17])=[O:16])=[CH:11][CH:10]=1. The yield is 1.00. (3) The yield is 0.340. The reactants are [NH2:1][C:2]1[C:3](Cl)=[N:4][CH:5]=[N:6][C:7]=1[Cl:8].[NH:10]1[C:18]2[C:13](=[CH:14][CH:15]=[CH:16][CH:17]=2)[CH2:12][CH2:11]1.Cl. The catalyst is C(O)C.O. The product is [Cl:8][C:7]1[C:2]([NH2:1])=[C:3]([N:10]2[C:18]3[C:13](=[CH:14][CH:15]=[CH:16][CH:17]=3)[CH2:12][CH2:11]2)[N:4]=[CH:5][N:6]=1. (4) The reactants are [OH:1][C:2]([C:23]1[CH:28]=[CH:27][CH:26]=[CH:25][CH:24]=1)([CH:15]1[CH:20]2[CH2:21][CH2:22][N:17]([CH2:18][CH2:19]2)[CH2:16]1)[C:3]#[C:4][C:5]1[CH:14]=[CH:13][C:8]([C:9]([O:11][CH3:12])=[O:10])=[CH:7][CH:6]=1. The catalyst is CO. The product is [OH:1][C:2]([C:23]1[CH:28]=[CH:27][CH:26]=[CH:25][CH:24]=1)([CH:15]1[CH:20]2[CH2:19][CH2:18][N:17]([CH2:22][CH2:21]2)[CH2:16]1)[CH2:3][CH2:4][C:5]1[CH:6]=[CH:7][C:8]([C:9]([O:11][CH3:12])=[O:10])=[CH:13][CH:14]=1. The yield is 0.635. (5) The reactants are [CH3:1][C:2]1[C:3]([C:12]([OH:14])=[O:13])=[CH:4][C:5]2[O:10][CH2:9][CH2:8][O:7][C:6]=2[CH:11]=1.S(Cl)(Cl)=O.Cl.[CH2:20](OCC)[CH3:21]. The catalyst is C(O)C. The product is [CH3:1][C:2]1[C:3]([C:12]([O:14][CH2:20][CH3:21])=[O:13])=[CH:4][C:5]2[O:10][CH2:9][CH2:8][O:7][C:6]=2[CH:11]=1. The yield is 0.890. (6) The reactants are [Cl:1][C:2]1[CH:7]=[C:6]([Cl:8])[CH:5]=[CH:4][C:3]=1[C:9]1[C:17]2[O:16][CH:15]([CH2:18][NH:19]C(=O)OCC3C=CC=CC=3)[CH2:14][C:13]=2[CH:12]=[CH:11][CH:10]=1.I[Si](C)(C)C. No catalyst specified. The product is [Cl:1][C:2]1[CH:7]=[C:6]([Cl:8])[CH:5]=[CH:4][C:3]=1[C:9]1[C:17]2[O:16][CH:15]([CH2:18][NH2:19])[CH2:14][C:13]=2[CH:12]=[CH:11][CH:10]=1. The yield is 0.850.